Dataset: Reaction yield outcomes from USPTO patents with 853,638 reactions. Task: Predict the reaction yield, written as a fraction of the theoretical maximum amount of product (1.0 means a 100% yield; for example, 0.34 means a 34% yield). (1) The reactants are [O-][S:2](C(F)(F)F)(=[O:4])=[O:3].N1(S(N2C=C[N+](C)=C2)(=O)=O)C=CN=C1.[NH2:23][CH2:24][C:25]1([NH:42][C:43]2[CH:48]=[CH:47][CH:46]=[C:45]([F:49])[CH:44]=2)[CH2:30][CH2:29][N:28]([C:31]([O:33][CH2:34][C:35]2[CH:40]=[CH:39][CH:38]=[CH:37][CH:36]=2)=[O:32])[C@@H:27]([CH3:41])[CH2:26]1. The catalyst is C(#N)C. The product is [F:49][C:45]1[CH:44]=[C:43]([N:42]2[C:25]3([CH2:30][CH2:29][N:28]([C:31]([O:33][CH2:34][C:35]4[CH:36]=[CH:37][CH:38]=[CH:39][CH:40]=4)=[O:32])[C@@H:27]([CH3:41])[CH2:26]3)[CH2:24][NH:23][S:2]2(=[O:3])=[O:4])[CH:48]=[CH:47][CH:46]=1. The yield is 0.640. (2) The reactants are [H-].[Na+].[NH:3]1[C:12]2[C:7](=[CH:8][CH:9]=[CH:10][CH:11]=2)[CH2:6][CH2:5][CH2:4]1.I[CH3:14]. The catalyst is O1CCCC1. The product is [CH3:14][N:3]1[C:12]2[C:7](=[CH:8][CH:9]=[CH:10][CH:11]=2)[CH2:6][CH2:5][CH2:4]1. The yield is 0.610.